This data is from Catalyst prediction with 721,799 reactions and 888 catalyst types from USPTO. The task is: Predict which catalyst facilitates the given reaction. (1) Reactant: [O:1]1[CH2:6][CH2:5][CH:4]([O:7][CH2:8][CH2:9][O:10][CH:11]2[CH2:16][CH2:15][N:14]([C:17]3[N:21]4[CH:22]=[CH:23][C:24]([C:26]5[CH:36]=[CH:35][C:29]([C:30](OCC)=[O:31])=[CH:28][CH:27]=5)=[CH:25][C:20]4=[N:19][CH:18]=3)[CH2:13][CH2:12]2)[CH2:3][CH2:2]1.[NH:37]1[CH2:42][CH2:41][O:40][CH2:39][CH2:38]1.C[Al](C)C.CCCCCC.O.O.O.O.O.O.O.O.O.O.S([O-])([O-])(=O)=O.[Mg+2]. Product: [N:37]1([C:30]([C:29]2[CH:28]=[CH:27][C:26]([C:24]3[CH:23]=[CH:22][N:21]4[C:17]([N:14]5[CH2:13][CH2:12][CH:11]([O:10][CH2:9][CH2:8][O:7][CH:4]6[CH2:3][CH2:2][O:1][CH2:6][CH2:5]6)[CH2:16][CH2:15]5)=[CH:18][N:19]=[C:20]4[CH:25]=3)=[CH:36][CH:35]=2)=[O:31])[CH2:42][CH2:41][O:40][CH2:39][CH2:38]1. The catalyst class is: 11. (2) Reactant: CS([O:5][CH2:6][CH2:7][CH2:8][N:9]1[CH2:14][CH2:13][O:12][CH2:11][CH2:10]1)(=O)=O.[CH3:15][C:16]1[CH:17]=[C:18](O)[CH:19]=[CH:20][C:21]=1[N+:22]([O-:24])=[O:23].C(=O)([O-])[O-].[Cs+].[Cs+].CC(N(C)C)=O. Product: [CH3:15][C:16]1[CH:17]=[C:18]([CH:19]=[CH:20][C:21]=1[N+:22]([O-:24])=[O:23])[O:5][CH2:6][CH2:7][CH2:8][N:9]1[CH2:14][CH2:13][O:12][CH2:11][CH2:10]1. The catalyst class is: 13. (3) Reactant: [F:1][C:2]([F:14])([F:13])[C:3]1[CH:11]=[CH:10][CH:9]=[C:8]2[C:4]=1[CH2:5][CH2:6][CH:7]2[NH2:12].[NH2:15][C:16](N)=[O:17].Cl. Product: [F:1][C:2]([F:13])([F:14])[C:3]1[CH:11]=[CH:10][CH:9]=[C:8]2[C:4]=1[CH2:5][CH2:6][CH:7]2[NH:12][C:16]([NH2:15])=[O:17]. The catalyst class is: 6. (4) Reactant: [O:1]1[CH2:6][CH2:5][N:4]([C:7](=[O:19])[CH2:8][C@@H:9]([NH2:18])[CH2:10][CH2:11][C:12]2[CH:17]=[CH:16][CH:15]=[CH:14][CH:13]=2)[CH2:3][CH2:2]1.Br[C:21]([C:29]1[CH:34]=[CH:33][CH:32]=[CH:31][CH:30]=1)=[C:22]([N+:27]#[C-:28])[C:23]([O:25][CH3:26])=[O:24].C(N(CC)CC)C.C(=O)(O)[O-].[Na+]. Product: [O:1]1[CH2:2][CH2:3][N:4]([C:7](=[O:19])[CH2:8][C@@H:9]([N:18]2[C:21]([C:29]3[CH:30]=[CH:31][CH:32]=[CH:33][CH:34]=3)=[C:22]([C:23]([O:25][CH3:26])=[O:24])[N:27]=[CH:28]2)[CH2:10][CH2:11][C:12]2[CH:17]=[CH:16][CH:15]=[CH:14][CH:13]=2)[CH2:5][CH2:6]1. The catalyst class is: 3. (5) Reactant: I[C:2]1[C:3]([NH:10][CH:11]2[CH2:16][CH2:15][O:14][CH2:13][CH2:12]2)=[N:4][C:5]([NH2:9])=[N:6][C:7]=1[CH3:8].C(N(CC)CC)C.[C:24]([O:28][CH2:29][CH3:30])(=[O:27])[CH:25]=[CH2:26]. Product: [NH2:9][C:5]1[N:6]=[C:7]([CH3:8])[C:2](/[CH:26]=[CH:25]/[C:24]([O:28][CH2:29][CH3:30])=[O:27])=[C:3]([NH:10][CH:11]2[CH2:16][CH2:15][O:14][CH2:13][CH2:12]2)[N:4]=1. The catalyst class is: 3. (6) Reactant: [C:1]1([C@@H:7]([NH:9][C:10](=[O:46])[CH2:11][C@H:12]([O:38][Si](C(C)(C)C)(C)C)[CH2:13][C:14](=[O:37])/[CH:15]=[CH:16]/[C:17]2[C:18]([CH:34]3[CH2:36][CH2:35]3)=[N:19][C:20]3[C:25]([C:26]=2[C:27]2[CH:32]=[CH:31][C:30]([F:33])=[CH:29][CH:28]=2)=[CH:24][CH:23]=[CH:22][CH:21]=3)[CH3:8])[CH:6]=[CH:5][CH:4]=[CH:3][CH:2]=1.C(O)C.Cl.C(=O)(O)[O-].[Na+]. Product: [C:1]1([C@@H:7]([NH:9][C:10](=[O:46])[CH2:11][C@H:12]([OH:38])[CH2:13][C:14](=[O:37])/[CH:15]=[CH:16]/[C:17]2[C:18]([CH:34]3[CH2:35][CH2:36]3)=[N:19][C:20]3[C:25]([C:26]=2[C:27]2[CH:28]=[CH:29][C:30]([F:33])=[CH:31][CH:32]=2)=[CH:24][CH:23]=[CH:22][CH:21]=3)[CH3:8])[CH:2]=[CH:3][CH:4]=[CH:5][CH:6]=1. The catalyst class is: 345. (7) Reactant: [CH2:1]([O:3][C:4](=[O:14])[CH:5]([O:10][CH2:11][CH:12]=[CH2:13])[CH:6]([OH:9])C=C)[CH3:2]. Product: [CH2:1]([O:3][C:4]([CH:5]1[CH:6]([OH:9])[CH:13]=[CH:12][CH2:11][O:10]1)=[O:14])[CH3:2]. The catalyst class is: 2. (8) Reactant: [Br:1][C:2]1[CH:3]=[CH:4][C:5]([F:18])=[C:6]([C:8]2[NH:12][C:11]3[CH:13]=[CH:14][C:15]([Cl:17])=[CH:16][C:10]=3[N:9]=2)[CH:7]=1.[CH3:19][C:20]([O:23][C:24](O[C:24]([O:23][C:20]([CH3:22])([CH3:21])[CH3:19])=[O:25])=[O:25])([CH3:22])[CH3:21]. Product: [C:20]([O:23][C:24]([N:12]1[C:11]2[CH:13]=[CH:14][C:15]([Cl:17])=[CH:16][C:10]=2[N:9]=[C:8]1[C:6]1[CH:7]=[C:2]([Br:1])[CH:3]=[CH:4][C:5]=1[F:18])=[O:25])([CH3:22])([CH3:21])[CH3:19]. The catalyst class is: 142. (9) Reactant: Cl[C:2]1[CH:7]=[C:6]([C:8]2[CH:13]=[CH:12][CH:11]=[CH:10][CH:9]=2)[N:5]=[C:4]([NH:14][C:15](=[O:29])[CH2:16][CH2:17][C:18]([C:20]2[CH:21]=[CH:22][C:23]3[O:27][CH2:26][CH2:25][C:24]=3[CH:28]=2)=[O:19])[CH:3]=1.C1(C2C=CC=CC=2)C=CC=CC=1P(C1CCCCC1)C1CCCCC1.C(=O)([O-])[O-].[K+].[K+].[OH:61][C:62]1[CH:67]=[CH:66][C:65](B2OC(C)(C)C(C)(C)O2)=[CH:64][C:63]=1[O:77][CH3:78]. Product: [O:27]1[C:23]2[CH:22]=[CH:21][C:20]([C:18](=[O:19])[CH2:17][CH2:16][C:15]([NH:14][C:4]3[CH:3]=[C:2]([C:65]4[CH:66]=[CH:67][C:62]([OH:61])=[C:63]([O:77][CH3:78])[CH:64]=4)[CH:7]=[C:6]([C:8]4[CH:13]=[CH:12][CH:11]=[CH:10][CH:9]=4)[N:5]=3)=[O:29])=[CH:28][C:24]=2[CH2:25][CH2:26]1. The catalyst class is: 110.